Dataset: HIV replication inhibition screening data with 41,000+ compounds from the AIDS Antiviral Screen. Task: Binary Classification. Given a drug SMILES string, predict its activity (active/inactive) in a high-throughput screening assay against a specified biological target. (1) The compound is OC(c1ccccc1)C1CC2C=CC1C2. The result is 0 (inactive). (2) The drug is c1ccc2c(c1)cc1n2CCc2c-1[nH]c1ccccc21. The result is 0 (inactive). (3) The drug is COc1ccc(-c2[nH]c(-c3ccc(OC)cc3)c(-c3ccccn3)c2-c2ccccn2)cc1. The result is 0 (inactive). (4) The compound is CCOC1C2C=CC(C2)C1[N+](=O)[O-]. The result is 0 (inactive). (5) The molecule is COC(=O)C1NC(C)(C(=O)OC)C2C(=O)NC(=O)C12. The result is 0 (inactive). (6) The drug is COc1ccc(C2=Cc3nc2c(-c2ccccc2)c2ccc([nH]2)c(-c2ccccc2)c2nc(c(-c4ccccc4)c4ccc([nH]4)c3-c3ccccc3)C=C2)cc1. The result is 0 (inactive). (7) The compound is CCOC(=O)C(NC(=O)c1cccc(Cl)c1)(Nc1ccc(S(=O)(=O)Nc2cc(C)nc(C)n2)cc1)C(F)(F)F. The result is 0 (inactive). (8) The compound is CC(C)(C)C(=O)OCOP(=O)(O)OCC1CCC(N2C=CC(N)NC2=O)O1. The result is 1 (active). (9) The result is 0 (inactive). The molecule is C1=C(N2CCOCC2)N(c2ccccc2)c2ccccc2N=C1N1CCCC1.